This data is from Full USPTO retrosynthesis dataset with 1.9M reactions from patents (1976-2016). The task is: Predict the reactants needed to synthesize the given product. (1) The reactants are: C(OC([N:8]1[CH2:13][CH2:12][N:11]([CH2:14][C:15]2[CH:20]=[CH:19][C:18]([C:21]3[CH:22]=[C:23]([C:27]4[CH:32]=[C:31]([NH2:33])[N:30]=[C:29]([C:34]5[CH:39]=[CH:38][CH:37]=[CH:36][N:35]=5)[CH:28]=4)[CH:24]=[N:25][CH:26]=3)=[CH:17][CH:16]=2)[CH2:10][CH2:9]1)=O)(C)(C)C.C(O)(C(F)(F)F)=O. Given the product [N:11]1([CH2:14][C:15]2[CH:20]=[CH:19][C:18]([C:21]3[CH:22]=[C:23]([C:27]4[CH:32]=[C:31]([NH2:33])[N:30]=[C:29]([C:34]5[CH:39]=[CH:38][CH:37]=[CH:36][N:35]=5)[CH:28]=4)[CH:24]=[N:25][CH:26]=3)=[CH:17][CH:16]=2)[CH2:10][CH2:9][NH:8][CH2:13][CH2:12]1, predict the reactants needed to synthesize it. (2) Given the product [CH3:1][O:2][C:3]1[CH:4]=[CH:5][C:6]([CH2:7][N:8]2[C:12]3=[N:13][CH:14]=[CH:15][C:16]([O:17][C:18]4[CH:19]=[CH:20][C:21]([O:24][C:25]5[CH:30]=[CH:29][CH:28]=[CH:27][CH:26]=5)=[CH:22][CH:23]=4)=[C:11]3[C:10]([CH:31]3[CH2:36][CH2:35][CH2:34][N:33]([C:37]([O:39][C:40]([CH3:41])([CH3:43])[CH3:42])=[O:38])[CH2:32]3)=[N:9]2)=[CH:44][CH:45]=1, predict the reactants needed to synthesize it. The reactants are: [CH3:1][O:2][C:3]1[CH:45]=[CH:44][C:6]([CH2:7][N:8]2[C:12]3=[N:13][CH:14]=[CH:15][C:16]([O:17][C:18]4[CH:23]=[CH:22][C:21]([O:24][C:25]5[CH:30]=[CH:29][CH:28]=[CH:27][CH:26]=5)=[CH:20][CH:19]=4)=[C:11]3[C:10]([C:31]3[CH2:32][N:33]([C:37]([O:39][C:40]([CH3:43])([CH3:42])[CH3:41])=[O:38])[CH2:34][CH2:35][CH:36]=3)=[N:9]2)=[CH:5][CH:4]=1. (3) Given the product [CH2:12]([N:14]1[C:1]([NH2:2])=[C:3]([CH:9]([CH3:10])[CH3:11])[C:4](=[O:6])[NH:17][C:15]1=[O:16])[CH3:13], predict the reactants needed to synthesize it. The reactants are: [C:1]([CH:3]([CH:9]([CH3:11])[CH3:10])[C:4]([O:6]CC)=O)#[N:2].[CH2:12]([NH:14][C:15]([NH2:17])=[O:16])[CH3:13].[O-]CC.[Na+].Cl. (4) The reactants are: [F:1][C:2]([F:21])([F:20])[C:3]1[CH:4]=[C:5]([C@H:13]2[O:17][C:16](=[O:18])[NH:15][C@H:14]2[CH3:19])[CH:6]=[C:7]([C:9]([F:12])([F:11])[F:10])[CH:8]=1.[H-].[Na+].[Br:24][C:25]1[CH:30]=[CH:29][C:28]([N+:31]([O-:33])=[O:32])=[CH:27][C:26]=1[CH2:34]Br. Given the product [F:21][C:2]([F:1])([F:20])[C:3]1[CH:4]=[C:5]([C@H:13]2[O:17][C:16](=[O:18])[N:15]([CH2:34][C:26]3[CH:27]=[C:28]([N+:31]([O-:33])=[O:32])[CH:29]=[CH:30][C:25]=3[Br:24])[C@H:14]2[CH3:19])[CH:6]=[C:7]([C:9]([F:10])([F:11])[F:12])[CH:8]=1, predict the reactants needed to synthesize it. (5) Given the product [OH:13][N:12]=[C:4]([C:3]([O:10][CH3:11])=[O:9])[C:5]([O:7][CH3:8])=[O:6], predict the reactants needed to synthesize it. The reactants are: [OH-].[Na+].[C:3]([O:10][CH3:11])(=[O:9])[CH2:4][C:5]([O:7][CH3:8])=[O:6].[N:12]([O-])=[O:13].[Na+].